This data is from NCI-60 drug combinations with 297,098 pairs across 59 cell lines. The task is: Regression. Given two drug SMILES strings and cell line genomic features, predict the synergy score measuring deviation from expected non-interaction effect. (1) Drug 1: CC1=C(C=C(C=C1)NC(=O)C2=CC=C(C=C2)CN3CCN(CC3)C)NC4=NC=CC(=N4)C5=CN=CC=C5. Drug 2: CC(C)CN1C=NC2=C1C3=CC=CC=C3N=C2N. Cell line: CCRF-CEM. Synergy scores: CSS=6.01, Synergy_ZIP=-0.622, Synergy_Bliss=2.91, Synergy_Loewe=0.810, Synergy_HSA=0.214. (2) Drug 1: COC1=C(C=C2C(=C1)N=CN=C2NC3=CC(=C(C=C3)F)Cl)OCCCN4CCOCC4. Drug 2: CC=C1C(=O)NC(C(=O)OC2CC(=O)NC(C(=O)NC(CSSCCC=C2)C(=O)N1)C(C)C)C(C)C. Cell line: UACC62. Synergy scores: CSS=82.6, Synergy_ZIP=0.410, Synergy_Bliss=1.43, Synergy_Loewe=2.16, Synergy_HSA=4.36.